From a dataset of Full USPTO retrosynthesis dataset with 1.9M reactions from patents (1976-2016). Predict the reactants needed to synthesize the given product. Given the product [CH3:1][O:2][C:3]1[CH:4]=[C:5]2[C:10](=[C:11]([O:13][CH3:14])[CH:12]=1)[C:9](=[O:15])[CH:8]([C:17]1[CH:22]=[CH:21][C:20]([O:23][CH3:24])=[CH:19][CH:18]=1)[CH2:7][CH2:6]2, predict the reactants needed to synthesize it. The reactants are: [CH3:1][O:2][C:3]1[CH:4]=[C:5]2[C:10](=[C:11]([O:13][CH3:14])[CH:12]=1)[C:9](=[O:15])[CH2:8][CH2:7][CH2:6]2.Br[C:17]1[CH:22]=[CH:21][C:20]([O:23][CH3:24])=[CH:19][CH:18]=1.CC(C)([O-])C.[Na+].